The task is: Predict which catalyst facilitates the given reaction.. This data is from Catalyst prediction with 721,799 reactions and 888 catalyst types from USPTO. (1) Reactant: [F:1][C:2]1[CH:3]=[CH:4][C:5]([NH:8][NH:9][C:10](=O)[CH:11]([CH3:13])[CH3:12])=[N:6][CH:7]=1.C1(P(C2C=CC=CC=2)C2C=CC=CC=2)C=CC=CC=1.C(N(CC)CC)C.ClC(Cl)(Cl)C(Cl)(Cl)Cl. Product: [F:1][C:2]1[CH:3]=[CH:4][C:5]2[N:6]([C:10]([CH:11]([CH3:13])[CH3:12])=[N:9][N:8]=2)[CH:7]=1. The catalyst class is: 1. (2) Reactant: Cl.Cl.[O:3]1[CH2:8][CH2:7][N:6]([C@H:9]2[CH2:14][CH2:13][C@H:12]([NH2:15])[CH2:11][CH2:10]2)[CH2:5][CH2:4]1.F[C:17]1[CH:22]=[CH:21][C:20]([S:23]([NH2:26])(=[O:25])=[O:24])=[CH:19][C:18]=1[N+:27]([O-:29])=[O:28].C(N(C(C)C)CC)(C)C. Product: [O:3]1[CH2:4][CH2:5][N:6]([C@H:9]2[CH2:10][CH2:11][C@H:12]([NH:15][C:17]3[CH:22]=[CH:21][C:20]([S:23]([NH2:26])(=[O:25])=[O:24])=[CH:19][C:18]=3[N+:27]([O-:29])=[O:28])[CH2:13][CH2:14]2)[CH2:7][CH2:8]1. The catalyst class is: 7. (3) Reactant: [Cl:1][C:2]1[C:7]([NH:8][S:9]([CH3:12])(=[O:11])=[O:10])=[CH:6][C:5]([C:13]2[CH:21]=[C:20]3[C:16]([CH:17]=[N:18][N:19]3[S:22]([C:25]3[CH:30]=[CH:29][C:28]([CH3:31])=[CH:27][CH:26]=3)(=[O:24])=[O:23])=[C:15]([C:32]3[O:33][C:34]([CH2:37]Cl)=[N:35][N:36]=3)[CH:14]=2)=[CH:4][N:3]=1.[NH:39]1[CH2:44][CH2:43][O:42][CH2:41][CH2:40]1. The catalyst class is: 10. Product: [Cl:1][C:2]1[C:7]([NH:8][S:9]([CH3:12])(=[O:10])=[O:11])=[CH:6][C:5]([C:13]2[CH:21]=[C:20]3[C:16]([CH:17]=[N:18][N:19]3[S:22]([C:25]3[CH:26]=[CH:27][C:28]([CH3:31])=[CH:29][CH:30]=3)(=[O:23])=[O:24])=[C:15]([C:32]3[O:33][C:34]([CH2:37][N:39]4[CH2:44][CH2:43][O:42][CH2:41][CH2:40]4)=[N:35][N:36]=3)[CH:14]=2)=[CH:4][N:3]=1. (4) Reactant: [CH2:1]([NH2:4])[CH2:2][CH3:3].C([CH:7]([C:21]([O-:23])=O)[C:8]([C:18]([O-:20])=O)([OH:17])[C:9](CC)(CC)[C:10]([O-:12])=O)C. Product: [CH2:1]([NH:4][C:10](=[O:12])[CH2:9][C:8]([CH2:7][C:21]([NH:4][CH2:1][CH2:2][CH3:3])=[O:23])([C:18]([NH:4][CH2:1][CH2:2][CH3:3])=[O:20])[OH:17])[CH2:2][CH3:3]. The catalyst class is: 5. (5) Reactant: [Br:1][C:2]1[CH:7]=[CH:6][C:5]([C@@H:8]([NH2:10])[CH3:9])=[CH:4][CH:3]=1.C([O-])([O-])=O.[Na+].[Na+].[O:17](C(OC(C)(C)C)=O)[C:18]([O:20][C:21]([CH3:24])([CH3:23])[CH3:22])=O. Product: [Br:1][C:2]1[CH:7]=[CH:6][C:5]([C@@H:8]([NH:10][C:18](=[O:17])[O:20][C:21]([CH3:24])([CH3:23])[CH3:22])[CH3:9])=[CH:4][CH:3]=1. The catalyst class is: 168.